This data is from Catalyst prediction with 721,799 reactions and 888 catalyst types from USPTO. The task is: Predict which catalyst facilitates the given reaction. (1) Reactant: [H-].[Na+].[C:3]1([OH:9])[CH:8]=[CH:7][CH:6]=[CH:5][CH:4]=1.[I:10][C:11]1[CH:12]=[C:13]2[C:18](=[CH:19][CH:20]=1)[N:17]=[CH:16][N:15]=[C:14]2Cl. Product: [I:10][C:11]1[CH:12]=[C:13]2[C:18](=[CH:19][CH:20]=1)[N:17]=[CH:16][N:15]=[C:14]2[O:9][C:3]1[CH:8]=[CH:7][CH:6]=[CH:5][CH:4]=1. The catalyst class is: 3. (2) The catalyst class is: 3. Reactant: CN(C(ON1N=NC2C=CC=NC1=2)=[N+](C)C)C.F[P-](F)(F)(F)(F)F.[N:25]1[CH:30]=[CH:29][CH:28]=[CH:27][C:26]=1[C:31]([OH:33])=O.CCN(C(C)C)C(C)C.O[N:44]=[C:45]([C:47]1[CH:48]=[CH:49][C:50]([CH3:65])=[C:51]([NH:53][C:54]([C:56]2[N:60]3[CH:61]=[CH:62][CH:63]=[CH:64][C:59]3=[N:58][CH:57]=2)=[O:55])[CH:52]=1)[NH2:46]. Product: [CH3:65][C:50]1[CH:49]=[CH:48][C:47]([C:45]2[N:44]=[C:31]([C:26]3[CH:27]=[CH:28][CH:29]=[CH:30][N:25]=3)[O:33][N:46]=2)=[CH:52][C:51]=1[NH:53][C:54]([C:56]1[N:60]2[CH:61]=[CH:62][CH:63]=[CH:64][C:59]2=[N:58][CH:57]=1)=[O:55]. (3) Reactant: CCN(C(C)C)C(C)C.[F:10][C:11]([F:28])([F:27])[O:12][C:13]1[CH:14]=[CH:15][CH:16]=[C:17]2[C:22]=1[O:21][C:20](=[O:23])[C:19]([C:24]([OH:26])=O)=[CH:18]2.CN(C(ON1N=NC2C=CC=NC1=2)=[N+](C)C)C.F[P-](F)(F)(F)(F)F.[N:53]1([S:59]([C:62]2[CH:67]=[CH:66][CH:65]=[CH:64][C:63]=2[C:68]2[CH:73]=[CH:72][CH:71]=[C:70]([NH2:74])[CH:69]=2)(=[O:61])=[O:60])[CH2:58][CH2:57][O:56][CH2:55][CH2:54]1. Product: [N:53]1([S:59]([C:62]2[CH:67]=[CH:66][CH:65]=[CH:64][C:63]=2[C:68]2[CH:73]=[CH:72][CH:71]=[C:70]([NH:74][C:24]([C:19]3[C:20](=[O:23])[O:21][C:22]4[C:17]([CH:18]=3)=[CH:16][CH:15]=[CH:14][C:13]=4[O:12][C:11]([F:10])([F:28])[F:27])=[O:26])[CH:69]=2)(=[O:61])=[O:60])[CH2:54][CH2:55][O:56][CH2:57][CH2:58]1. The catalyst class is: 3. (4) Reactant: [N:1]1[CH:6]=[CH:5][C:4]([CH2:7][O:8][CH:9]2[CH2:12][N:11](C(OC(C)(C)C)=O)[CH2:10]2)=[CH:3][CH:2]=1.[ClH:20]. Product: [ClH:20].[ClH:20].[NH:11]1[CH2:12][CH:9]([O:8][CH2:7][C:4]2[CH:5]=[CH:6][N:1]=[CH:2][CH:3]=2)[CH2:10]1. The catalyst class is: 27. (5) Reactant: Cl[C:2]1[N:7]=[C:6]([C:8]2[CH:13]=[CH:12][CH:11]=[CH:10][CH:9]=2)[N:5]=[C:4]([C:14]([NH:16][C:17]2[CH:22]=[CH:21][CH:20]=[CH:19][C:18]=2[C:23]2[S:24][C:25]([CH:28]3[CH2:32][CH2:31][O:30][CH2:29]3)=[N:26][N:27]=2)=[O:15])[CH:3]=1.[CH2:33]([NH:35][CH2:36][CH2:37][N:38]([CH3:40])[CH3:39])[CH3:34]. Product: [CH3:39][N:38]([CH3:40])[CH2:37][CH2:36][N:35]([CH2:33][CH3:34])[C:2]1[N:7]=[C:6]([C:8]2[CH:13]=[CH:12][CH:11]=[CH:10][CH:9]=2)[N:5]=[C:4]([C:14]([NH:16][C:17]2[CH:22]=[CH:21][CH:20]=[CH:19][C:18]=2[C:23]2[S:24][C:25]([CH:28]3[CH2:32][CH2:31][O:30][CH2:29]3)=[N:26][N:27]=2)=[O:15])[CH:3]=1. The catalyst class is: 1. (6) The catalyst class is: 2. Reactant: Cl.[NH2:2][C:3]1([CH2:9][C:10]([O:12][CH3:13])=[O:11])[CH2:8][CH2:7][CH2:6][CH2:5][CH2:4]1.C(N([CH2:19][CH3:20])CC)C.C([CH:23]([C:27](Cl)=[O:28])[C:24](Cl)=[O:25])C.C([O-])(O)=[O:31].[Na+]. Product: [CH3:13][O:12][C:10](=[O:11])[CH2:9][C:3]1([NH:2][C:27](=[O:28])[CH2:23][C:24]([O:25][CH2:19][CH3:20])=[O:31])[CH2:8][CH2:7][CH2:6][CH2:5][CH2:4]1.